The task is: Predict the reactants needed to synthesize the given product.. This data is from Full USPTO retrosynthesis dataset with 1.9M reactions from patents (1976-2016). (1) Given the product [CH2:29]([C:31]([C:34]1[CH:39]=[CH:38][C:37]([O:40][S:15]([C:18]([F:21])([F:20])[F:19])(=[O:17])=[O:16])=[C:36]([CH3:41])[CH:35]=1)([C:42]1[CH:47]=[CH:46][C:45]([C:48]#[C:49][C:50]2([OH:56])[CH2:51][CH2:52][S:53][CH2:54][CH2:55]2)=[C:44]([CH3:57])[CH:43]=1)[CH2:32][CH3:33])[CH3:30], predict the reactants needed to synthesize it. The reactants are: C(N(CC)CC)C.C1C=CC(N([S:15]([C:18]([F:21])([F:20])[F:19])(=[O:17])=[O:16])[S:15]([C:18]([F:21])([F:20])[F:19])(=[O:17])=[O:16])=CC=1.[CH2:29]([C:31]([C:42]1[CH:47]=[CH:46][C:45]([C:48]#[C:49][C:50]2([OH:56])[CH2:55][CH2:54][S:53][CH2:52][CH2:51]2)=[C:44]([CH3:57])[CH:43]=1)([C:34]1[CH:39]=[CH:38][C:37]([OH:40])=[C:36]([CH3:41])[CH:35]=1)[CH2:32][CH3:33])[CH3:30].O. (2) Given the product [Br:1][C:2]1[CH:7]=[CH:6][CH:5]=[C:4]([CH2:8][C@@H:9]([O:17][CH3:20])[CH2:10][C:11]2[CH:12]=[CH:13][CH:14]=[CH:15][CH:16]=2)[CH:3]=1, predict the reactants needed to synthesize it. The reactants are: [Br:1][C:2]1[CH:3]=[C:4]([CH2:8][C@@H:9]([OH:17])[CH2:10][C:11]2[CH:16]=[CH:15][CH:14]=[CH:13][CH:12]=2)[CH:5]=[CH:6][CH:7]=1.[H-].[Na+].[CH3:20]I. (3) Given the product [C:1](=[O:13])([O:11][CH3:12])[O:2][C:3]1[CH:4]=[CH:5][C:6]([O:9][CH3:10])=[C:7]([CH:15]=[O:16])[CH:8]=1, predict the reactants needed to synthesize it. The reactants are: [C:1](=[O:13])([O:11][CH3:12])[O:2][C:3]1[CH:8]=[CH:7][C:6]([O:9][CH3:10])=[CH:5][CH:4]=1.Cl[CH:15](Cl)[O:16]C. (4) The reactants are: [CH2:1]([C:3]([C:15]1[CH:20]=[CH:19][C:18]([OH:21])=[C:17]([CH3:22])[CH:16]=1)([C:6]1[CH:11]=[CH:10][C:9]([C:12]#[CH:13])=[C:8]([CH3:14])[CH:7]=1)[CH2:4][CH3:5])[CH3:2].[CH3:23][C:24]([CH3:32])([CH2:27][CH2:28][CH2:29][CH2:30][CH3:31])[CH:25]=[O:26]. Given the product [CH2:1]([C:3]([C:15]1[CH:20]=[CH:19][C:18]([OH:21])=[C:17]([CH3:22])[CH:16]=1)([C:6]1[CH:11]=[CH:10][C:9]([C:12]#[C:13][CH:25]([OH:26])[C:24]([CH3:32])([CH3:23])[CH2:27][CH2:28][CH2:29][CH2:30][CH3:31])=[C:8]([CH3:14])[CH:7]=1)[CH2:4][CH3:5])[CH3:2], predict the reactants needed to synthesize it. (5) Given the product [Cl:12][C:13]1[CH:18]=[C:17]([Cl:19])[CH:16]=[C:15]([Cl:20])[C:14]=1[S:21]([NH:1][C:2]1[CH:3]=[CH:4][CH:5]=[C:6]2[C:11]=1[N:10]=[CH:9][CH:8]=[CH:7]2)(=[O:23])=[O:22], predict the reactants needed to synthesize it. The reactants are: [NH2:1][C:2]1[CH:3]=[CH:4][CH:5]=[C:6]2[C:11]=1[N:10]=[CH:9][CH:8]=[CH:7]2.[Cl:12][C:13]1[CH:18]=[C:17]([Cl:19])[CH:16]=[C:15]([Cl:20])[C:14]=1[S:21](Cl)(=[O:23])=[O:22]. (6) Given the product [Br:23][C:24]1[CH:25]=[N:26][C:27]([NH:5][CH2:4][C:3]2[CH:6]=[C:7]([C:10]([F:11])([F:12])[F:13])[CH:8]=[CH:9][C:2]=2[F:1])=[N:28][CH:29]=1, predict the reactants needed to synthesize it. The reactants are: [F:1][C:2]1[CH:9]=[CH:8][C:7]([C:10]([F:13])([F:12])[F:11])=[CH:6][C:3]=1[CH2:4][NH2:5].C(N(CC)C(C)C)(C)C.[Br:23][C:24]1[CH:25]=[N:26][C:27](Cl)=[N:28][CH:29]=1. (7) Given the product [CH:13]1([C@H:11]([NH:10][C:9]2[C:4]3[N:5]([CH:19]=[C:2]([C:20]4[CH:25]=[CH:24][CH:23]=[CH:22][CH:21]=4)[CH:3]=3)[N:6]=[CH:7][C:8]=2[C:16]([NH2:18])=[O:17])[CH3:12])[CH2:15][CH2:14]1, predict the reactants needed to synthesize it. The reactants are: Br[C:2]1[CH:3]=[C:4]2[C:9]([NH:10][C@@H:11]([CH:13]3[CH2:15][CH2:14]3)[CH3:12])=[C:8]([C:16]([NH2:18])=[O:17])[CH:7]=[N:6][N:5]2[CH:19]=1.[C:20]1(B(O)O)[CH:25]=[CH:24][CH:23]=[CH:22][CH:21]=1.C(=O)([O-])[O-].[K+].[K+].